From a dataset of Forward reaction prediction with 1.9M reactions from USPTO patents (1976-2016). Predict the product of the given reaction. Given the reactants [Br:1][C:2]1[CH:3]=[CH:4][C:5]([N:8]2[CH2:12][CH2:11][CH:10]([N:13]([CH3:15])C)[CH2:9]2)=[N:6][CH:7]=1.[CH3:16]S(OC1CCN(C2C=CC(Br)=CN=2)C1)(=O)=O.C(N)C.CCN(C(C)C)C(C)C, predict the reaction product. The product is: [Br:1][C:2]1[CH:3]=[CH:4][C:5]([N:8]2[CH2:12][CH2:11][CH:10]([NH:13][CH2:15][CH3:16])[CH2:9]2)=[N:6][CH:7]=1.